From a dataset of Peptide-MHC class II binding affinity with 134,281 pairs from IEDB. Regression. Given a peptide amino acid sequence and an MHC pseudo amino acid sequence, predict their binding affinity value. This is MHC class II binding data. (1) The peptide sequence is FNIQYVNYWFAPGAA. The MHC is HLA-DQA10301-DQB10302 with pseudo-sequence HLA-DQA10301-DQB10302. The binding affinity (normalized) is 0.207. (2) The peptide sequence is AVAANELGMLEKTKE. The MHC is DRB1_0801 with pseudo-sequence DRB1_0801. The binding affinity (normalized) is 0.385.